From a dataset of Reaction yield outcomes from USPTO patents with 853,638 reactions. Predict the reaction yield, written as a fraction of the theoretical maximum amount of product (1.0 means a 100% yield; for example, 0.34 means a 34% yield). (1) The reactants are [F:1][C:2]1[CH:3]=[C:4]([C:8]2[C:16]3[O:15][CH:14]([CH2:17][NH2:18])[CH2:13][C:12]=3[CH:11]=[CH:10][CH:9]=2)[CH:5]=[CH:6][CH:7]=1.C(N(C(C)C)CC)(C)C.Cl[C:29]([O:31][CH2:32][C:33]1[CH:38]=[CH:37][CH:36]=[CH:35][CH:34]=1)=[O:30].C(OC(=O)NCC1CC2C=CC=C(C3CCCC3)C=2O1)C1C=CC=CC=1. No catalyst specified. The product is [CH2:32]([O:31][C:29](=[O:30])[NH:18][CH2:17][CH:14]1[CH2:13][C:12]2[CH:11]=[CH:10][CH:9]=[C:8]([C:4]3[CH:5]=[CH:6][CH:7]=[C:2]([F:1])[CH:3]=3)[C:16]=2[O:15]1)[C:33]1[CH:38]=[CH:37][CH:36]=[CH:35][CH:34]=1. The yield is 0.940. (2) The reactants are [C:1]([O:5][C:6]([NH:8][CH:9]([C:17]([OH:20])([CH3:19])[CH3:18])[CH2:10][CH2:11]OS(C)(=O)=O)=[O:7])([CH3:4])([CH3:3])[CH3:2].[C-]#N.[Na+]. The catalyst is CN1C(=O)CCC1. The product is [C:1]([O:5][C:6](=[O:7])[NH:8][CH:9]1[CH2:10][CH2:11][O:20][C:17]1([CH3:18])[CH3:19])([CH3:2])([CH3:3])[CH3:4]. The yield is 0.620. (3) The reactants are [CH2:1]1[O:3][C@@H:2]1[CH2:4][OH:5].C1(P(C2C=CC=CC=2)C2C=CC=CC=2)C=CC=CC=1.[F:25][C:26]1[CH:27]=[CH:28][C:29]([N+:33]([O-:35])=[O:34])=[C:30](O)[CH:31]=1.CCOC(/N=N/C(OCC)=O)=O. The catalyst is C1COCC1. The product is [F:25][C:26]1[CH:31]=[CH:30][C:29]([N+:33]([O-:35])=[O:34])=[C:28]([CH:27]=1)[O:5][CH2:4][C@@H:2]1[CH2:1][O:3]1. The yield is 0.710. (4) The reactants are [Cl:1][C:2]1[C:19]([F:20])=[CH:18][CH:17]=[C:16]([F:21])[C:3]=1[CH2:4][N:5]1[CH2:10][CH2:9][NH:8][C:7]2[N:11]=[CH:12][C:13](I)=[CH:14][C:6]1=2.[CH3:22][N:23]1[CH2:28][CH2:27][N:26]([C:29]([C:31]2[CH:36]=[CH:35][C:34](B3OC(C)(C)C(C)(C)O3)=[CH:33][CH:32]=2)=[O:30])[CH2:25][CH2:24]1. No catalyst specified. The product is [Cl:1][C:2]1[C:19]([F:20])=[CH:18][CH:17]=[C:16]([F:21])[C:3]=1[CH2:4][N:5]1[CH2:10][CH2:9][NH:8][C:7]2[N:11]=[CH:12][C:13]([C:34]3[CH:33]=[CH:32][C:31]([C:29]([N:26]4[CH2:27][CH2:28][N:23]([CH3:22])[CH2:24][CH2:25]4)=[O:30])=[CH:36][CH:35]=3)=[CH:14][C:6]1=2. The yield is 0.170. (5) The reactants are CCN(C(C)C)C(C)C.[OH:10][C:11]([CH3:17])([CH3:16])[CH2:12][C:13]([OH:15])=O.Cl.[NH2:19][C@H:20]([CH3:31])[C:21]([O:23][CH2:24][C:25]1[CH:30]=[CH:29][CH:28]=[CH:27][CH:26]=1)=[O:22].CN(C(ON1N=NC2C=CC=NC1=2)=[N+](C)C)C.F[P-](F)(F)(F)(F)F. The catalyst is ClCCl.O. The product is [OH:10][C:11]([CH3:17])([CH3:16])[CH2:12][C:13]([NH:19][C@H:20]([CH3:31])[C:21]([O:23][CH2:24][C:25]1[CH:30]=[CH:29][CH:28]=[CH:27][CH:26]=1)=[O:22])=[O:15]. The yield is 0.980. (6) The reactants are [F:1][C:2]1[CH:7]=[CH:6][C:5]([C:8]2[CH:13]=[CH:12][CH:11]=[C:10]([F:14])[CH:9]=2)=[CH:4][C:3]=1[CH2:15][NH:16][C:17]1[C:18]([CH3:29])=[C:19]([CH:25]=[CH:26][C:27]=1[CH3:28])[O:20][CH2:21][C:22]([OH:24])=[O:23].O=S(Cl)Cl.[CH3:34][CH:35](O)[CH3:36]. No catalyst specified. The product is [F:1][C:2]1[CH:7]=[CH:6][C:5]([C:8]2[CH:13]=[CH:12][CH:11]=[C:10]([F:14])[CH:9]=2)=[CH:4][C:3]=1[CH2:15][NH:16][C:17]1[C:18]([CH3:29])=[C:19]([CH:25]=[CH:26][C:27]=1[CH3:28])[O:20][CH2:21][C:22]([O:24][CH:35]([CH3:36])[CH3:34])=[O:23]. The yield is 0.900. (7) The reactants are [F:1][C:2]1[CH:7]=[CH:6][C:5]([C:8]2[CH:16]=[C:11]3[CH2:12][NH:13][CH2:14][CH2:15][N:10]3[N:9]=2)=[CH:4][CH:3]=1.C(N(CC)CC)C.[CH3:24][C:25]([O:28][C:29](O[C:29]([O:28][C:25]([CH3:27])([CH3:26])[CH3:24])=[O:30])=[O:30])([CH3:27])[CH3:26]. The catalyst is C(Cl)Cl.CN(C1C=CN=CC=1)C. The product is [F:1][C:2]1[CH:3]=[CH:4][C:5]([C:8]2[CH:16]=[C:11]3[CH2:12][N:13]([C:29]([O:28][C:25]([CH3:27])([CH3:26])[CH3:24])=[O:30])[CH2:14][CH2:15][N:10]3[N:9]=2)=[CH:6][CH:7]=1. The yield is 0.790.